This data is from NCI-60 drug combinations with 297,098 pairs across 59 cell lines. The task is: Regression. Given two drug SMILES strings and cell line genomic features, predict the synergy score measuring deviation from expected non-interaction effect. (1) Cell line: OVCAR-4. Synergy scores: CSS=24.0, Synergy_ZIP=3.56, Synergy_Bliss=9.90, Synergy_Loewe=1.31, Synergy_HSA=10.5. Drug 2: CCC1(CC2CC(C3=C(CCN(C2)C1)C4=CC=CC=C4N3)(C5=C(C=C6C(=C5)C78CCN9C7C(C=CC9)(C(C(C8N6C=O)(C(=O)OC)O)OC(=O)C)CC)OC)C(=O)OC)O.OS(=O)(=O)O. Drug 1: CC1=CC2C(CCC3(C2CCC3(C(=O)C)OC(=O)C)C)C4(C1=CC(=O)CC4)C. (2) Drug 2: CCC1=C2CN3C(=CC4=C(C3=O)COC(=O)C4(CC)O)C2=NC5=C1C=C(C=C5)O. Cell line: EKVX. Drug 1: C1=CC(=CC=C1CCCC(=O)O)N(CCCl)CCCl. Synergy scores: CSS=9.76, Synergy_ZIP=-6.82, Synergy_Bliss=-5.65, Synergy_Loewe=-5.43, Synergy_HSA=-3.29. (3) Drug 1: C1CN1P(=S)(N2CC2)N3CC3. Drug 2: C1CN(CCN1C(=O)CCBr)C(=O)CCBr. Cell line: M14. Synergy scores: CSS=14.2, Synergy_ZIP=0.444, Synergy_Bliss=5.72, Synergy_Loewe=0.772, Synergy_HSA=5.07. (4) Drug 1: C1CC(C1)(C(=O)O)C(=O)O.[NH2-].[NH2-].[Pt+2]. Drug 2: C(CCl)NC(=O)N(CCCl)N=O. Cell line: SK-MEL-5. Synergy scores: CSS=17.2, Synergy_ZIP=-5.46, Synergy_Bliss=-3.50, Synergy_Loewe=-7.36, Synergy_HSA=-2.76. (5) Drug 1: CC1CCCC2(C(O2)CC(NC(=O)CC(C(C(=O)C(C1O)C)(C)C)O)C(=CC3=CSC(=N3)C)C)C. Drug 2: CC1C(C(CC(O1)OC2CC(CC3=C2C(=C4C(=C3O)C(=O)C5=CC=CC=C5C4=O)O)(C(=O)C)O)N)O. Cell line: RXF 393. Synergy scores: CSS=40.7, Synergy_ZIP=-3.97, Synergy_Bliss=-4.23, Synergy_Loewe=-2.29, Synergy_HSA=-2.13. (6) Drug 1: COC1=C(C=C2C(=C1)N=CN=C2NC3=CC(=C(C=C3)F)Cl)OCCCN4CCOCC4. Drug 2: CC1=CC2C(CCC3(C2CCC3(C(=O)C)OC(=O)C)C)C4(C1=CC(=O)CC4)C. Cell line: HL-60(TB). Synergy scores: CSS=16.8, Synergy_ZIP=7.61, Synergy_Bliss=1.37, Synergy_Loewe=-11.6, Synergy_HSA=-1.27. (7) Drug 1: CCC1=C2CN3C(=CC4=C(C3=O)COC(=O)C4(CC)O)C2=NC5=C1C=C(C=C5)O. Drug 2: C1CNP(=O)(OC1)N(CCCl)CCCl. Cell line: TK-10. Synergy scores: CSS=6.97, Synergy_ZIP=-3.92, Synergy_Bliss=-2.53, Synergy_Loewe=-11.0, Synergy_HSA=-1.34. (8) Drug 1: CC(C1=C(C=CC(=C1Cl)F)Cl)OC2=C(N=CC(=C2)C3=CN(N=C3)C4CCNCC4)N. Drug 2: C1=CN(C=N1)CC(O)(P(=O)(O)O)P(=O)(O)O. Cell line: A498. Synergy scores: CSS=11.8, Synergy_ZIP=0.824, Synergy_Bliss=7.17, Synergy_Loewe=3.74, Synergy_HSA=6.43. (9) Drug 1: C1=CC(=C2C(=C1NCCNCCO)C(=O)C3=C(C=CC(=C3C2=O)O)O)NCCNCCO. Drug 2: COC1=C2C(=CC3=C1OC=C3)C=CC(=O)O2. Cell line: NCI-H522. Synergy scores: CSS=46.6, Synergy_ZIP=0.914, Synergy_Bliss=1.45, Synergy_Loewe=-38.2, Synergy_HSA=2.31. (10) Drug 1: COC1=C(C=C2C(=C1)N=CN=C2NC3=CC(=C(C=C3)F)Cl)OCCCN4CCOCC4. Drug 2: C1=NC2=C(N=C(N=C2N1C3C(C(C(O3)CO)O)F)Cl)N. Cell line: COLO 205. Synergy scores: CSS=26.3, Synergy_ZIP=-7.77, Synergy_Bliss=-7.43, Synergy_Loewe=-20.6, Synergy_HSA=-5.52.